This data is from Forward reaction prediction with 1.9M reactions from USPTO patents (1976-2016). The task is: Predict the product of the given reaction. (1) Given the reactants [NH2:1][C:2]1[CH:7]=[CH:6][C:5]([C:8]2[C:16]3[C:11](=[CH:12][C:13]([F:17])=[CH:14][CH:15]=3)[N:10]([S:18]([C:21]3[CH:26]=[CH:25][CH:24]=[CH:23][CH:22]=3)(=[O:20])=[O:19])[CH:9]=2)=[CH:4][C:3]=1[OH:27].[OH-].[K+].[C:30](=S)=[S:31], predict the reaction product. The product is: [F:17][C:13]1[CH:12]=[C:11]2[C:16]([C:8]([C:5]3[CH:6]=[CH:7][C:2]4[N:1]=[C:30]([SH:31])[O:27][C:3]=4[CH:4]=3)=[CH:9][N:10]2[S:18]([C:21]2[CH:26]=[CH:25][CH:24]=[CH:23][CH:22]=2)(=[O:20])=[O:19])=[CH:15][CH:14]=1. (2) Given the reactants [Cl:1][C:2]1[CH:7]=[CH:6][C:5]([C:8]2[C:14]3[CH:15]=[C:16]([O:19][CH2:20][CH2:21][CH2:22][C:23](NC4C=C(B(O)O)C=CC=4)=[O:24])[CH:17]=[CH:18][C:13]=3[N:12]3[C:35]([CH3:38])=[N:36][N:37]=[C:11]3[C@H:10]([CH2:39][C:40]([NH:42][CH2:43][CH3:44])=[O:41])[N:9]=2)=[CH:4][CH:3]=1.[NH2:45][C:46]1[CH:51]=[CH:50][CH:49]=[C:48]([OH:52])[C:47]=1[OH:53], predict the reaction product. The product is: [Cl:1][C:2]1[CH:3]=[CH:4][C:5]([C:8]2[C:14]3[CH:15]=[C:16]([O:19][CH2:20][CH2:21][CH2:22][C:23]([NH:45][C:46]4[CH:51]=[CH:50][CH:49]=[C:48]([OH:52])[C:47]=4[OH:53])=[O:24])[CH:17]=[CH:18][C:13]=3[N:12]3[C:35]([CH3:38])=[N:36][N:37]=[C:11]3[C@H:10]([CH2:39][C:40]([NH:42][CH2:43][CH3:44])=[O:41])[N:9]=2)=[CH:6][CH:7]=1.